This data is from Reaction yield outcomes from USPTO patents with 853,638 reactions. The task is: Predict the reaction yield, written as a fraction of the theoretical maximum amount of product (1.0 means a 100% yield; for example, 0.34 means a 34% yield). (1) The reactants are [Cl:1][C:2]1[CH:3]=[C:4]([C:8]2[C:13]3[N:14]=[CH:15][S:16][C:12]=3[CH:11]=[C:10]([CH3:17])[C:9]=2[F:18])[CH:5]=[CH:6][CH:7]=1.C1C(=O)N([Br:26])C(=O)C1. The catalyst is C(Cl)(Cl)(Cl)Cl.C(OOC(=O)C1C=CC=CC=1)(=O)C1C=CC=CC=1. The product is [Br:26][CH2:17][C:10]1[C:9]([F:18])=[C:8]([C:4]2[CH:5]=[CH:6][CH:7]=[C:2]([Cl:1])[CH:3]=2)[C:13]2[N:14]=[CH:15][S:16][C:12]=2[CH:11]=1. The yield is 0.490. (2) The reactants are [C:1]([O:5][C:6]([N:8]1[CH2:11][CH:10]([C:12]([OH:14])=O)[CH2:9]1)=[O:7])([CH3:4])([CH3:3])[CH3:2].[CH3:15][C:16]1[CH:17]=[CH:18][C:19]([CH2:22][NH2:23])=[CH:20][CH:21]=1.CN(C(ON1N=NC2C=CC=CC1=2)=[N+](C)C)C.F[P-](F)(F)(F)(F)F.C(N(C(C)C)CC)(C)C. The catalyst is CN(C)C=O. The product is [CH3:15][C:16]1[CH:21]=[CH:20][C:19]([CH2:22][NH:23][C:12]([CH:10]2[CH2:9][N:8]([C:6]([O:5][C:1]([CH3:2])([CH3:3])[CH3:4])=[O:7])[CH2:11]2)=[O:14])=[CH:18][CH:17]=1. The yield is 0.740.